From a dataset of Full USPTO retrosynthesis dataset with 1.9M reactions from patents (1976-2016). Predict the reactants needed to synthesize the given product. (1) Given the product [OH:14][CH2:15][C:17]1[CH:22]=[CH:21][C:20]([CH:23]2[CH:28]([CH2:29][O:30][C:31]([C:38]3[CH:43]=[CH:42][CH:41]=[CH:40][CH:39]=3)([C:32]3[CH:37]=[CH:36][CH:35]=[CH:34][CH:33]=3)[C:44]3[CH:45]=[CH:46][CH:47]=[CH:48][CH:49]=3)[CH2:27][N:26]([C:50]([O:52][C:53]([CH3:56])([CH3:54])[CH3:55])=[O:51])[CH2:25][CH:24]2[O:57][CH2:58][C:59]2[CH:68]=[CH:67][C:66]3[C:61](=[CH:62][CH:63]=[CH:64][CH:65]=3)[CH:60]=2)=[CH:19][CH:18]=1, predict the reactants needed to synthesize it. The reactants are: BrCC1C=CC2C(=CC=CC=2)C=1.C[O:14][C:15]([C:17]1[CH:22]=[CH:21][C:20]([CH:23]2[CH:28]([CH2:29][O:30][C:31]([C:44]3[CH:49]=[CH:48][CH:47]=[CH:46][CH:45]=3)([C:38]3[CH:43]=[CH:42][CH:41]=[CH:40][CH:39]=3)[C:32]3[CH:37]=[CH:36][CH:35]=[CH:34][CH:33]=3)[CH2:27][N:26]([C:50]([O:52][C:53]([CH3:56])([CH3:55])[CH3:54])=[O:51])[CH2:25][CH:24]2[O:57][CH2:58][C:59]2[CH:68]=[CH:67][C:66]3[C:61](=[CH:62][CH:63]=[CH:64][CH:65]=3)[CH:60]=2)=[CH:19][CH:18]=1)=O.[BH4-].[Li+]. (2) Given the product [ClH:55].[C:1]1([C:1]2[CH:2]=[CH:3][CH:4]=[C:5]([CH2:7][NH:8][CH2:9][CH2:10][CH2:11][NH:12][CH2:13][CH2:14][CH2:15][NH:16][CH2:17][CH:18]([CH3:20])[CH3:19])[CH:6]=2)[CH:6]=[C:5]([CH2:7][NH:8][CH2:9][CH2:10][CH2:11][NH:12][CH2:13][CH2:14][CH2:15][NH:16][CH2:17][CH:18]([CH3:20])[CH3:19])[CH:4]=[C:3]([CH2:21][NH:22][CH2:23][CH2:24][CH2:25][NH:26][CH2:27][CH2:28][CH2:29][NH:30][CH2:31][CH:32]([CH3:34])[CH3:33])[CH:2]=1, predict the reactants needed to synthesize it. The reactants are: [C:1]1(C2C=CC=CC=2)[CH2:2][C:3](CNCCCNCCCNCC(C)C)([CH2:21][NH:22][CH2:23][CH2:24][CH2:25][NH:26][CH2:27][CH2:28][CH2:29][NH:30][CH2:31][CH:32]([CH3:34])[CH3:33])[CH:4]=[C:5]([CH2:7][NH:8][CH2:9][CH2:10][CH2:11][NH:12][CH2:13][CH2:14][CH2:15][NH:16][CH2:17][CH:18]([CH3:20])[CH3:19])[CH:6]=1.[ClH:55]. (3) Given the product [NH:21]1[C:22]2[C:18](=[C:17]([NH:14][C:15]([NH:9][CH2:8][C:7]3[CH:10]=[CH:11][C:4]([O:3][C:2]([F:12])([F:13])[F:1])=[CH:5][CH:6]=3)=[O:16])[CH:25]=[CH:24][CH:23]=2)[CH:19]=[CH:20]1, predict the reactants needed to synthesize it. The reactants are: [F:1][C:2]([F:13])([F:12])[O:3][C:4]1[CH:11]=[CH:10][C:7]([CH2:8][NH2:9])=[CH:6][CH:5]=1.[N:14]([C:17]1[CH:25]=[CH:24][CH:23]=[C:22]2[C:18]=1[CH:19]=[CH:20][NH:21]2)=[C:15]=[O:16]. (4) Given the product [C:1]([O:5][C:6]([NH:12][C:13]1[CH:18]=[CH:17][N:16]=[CH:15][C:14]=1[CH2:25][CH:26]=[CH:27][CH2:28][O:29][CH2:30][O:31][CH3:32])=[O:8])([CH3:2])([CH3:3])[CH3:4], predict the reactants needed to synthesize it. The reactants are: [C:1]([O:5][C:6]([O:8]C([O-])=O)=O)([CH3:4])([CH3:3])[CH3:2].[NH2:12][C:13]1[CH:18]=[CH:17][N:16]=[CH:15][CH:14]=1.C([Li])CCC.Br[CH2:25][CH:26]=[CH:27][CH2:28][O:29][CH2:30][O:31][CH3:32].[Cl-].[NH4+]. (5) Given the product [Br:12][C:13]1[CH:14]=[CH:15][C:16]([OH:21])=[C:17]([C:18]2[NH:1][N:2]=[C:3]([C:5]3[C:10]([CH3:11])=[CH:9][CH:8]=[CH:7][N:6]=3)[N:4]=2)[CH:20]=1, predict the reactants needed to synthesize it. The reactants are: [NH2:1][NH:2][C:3]([C:5]1[C:10]([CH3:11])=[CH:9][CH:8]=[CH:7][N:6]=1)=[NH:4].[Br:12][C:13]1[CH:14]=[CH:15][C:16]([OH:21])=[C:17]([CH:20]=1)[CH:18]=O. (6) Given the product [CH3:33][C:4]([NH:6][C:7]([C:9]1[CH:18]=[CH:17][C:16]2[C:11](=[CH:12][CH:13]=[CH:14][CH:15]=2)[C:10]=1[O:19][CH2:20][C:21]1[CH:22]=[N:23][C:24]([O:27][CH2:28][C:29]([F:31])([F:32])[F:30])=[CH:25][CH:26]=1)=[O:8])([CH3:5])[C:3]([OH:34])=[O:2], predict the reactants needed to synthesize it. The reactants are: C[O:2][C:3](=[O:34])[C:4]([CH3:33])([NH:6][C:7]([C:9]1[CH:18]=[CH:17][C:16]2[C:11](=[CH:12][CH:13]=[CH:14][CH:15]=2)[C:10]=1[O:19][CH2:20][C:21]1[CH:22]=[N:23][C:24]([O:27][CH2:28][C:29]([F:32])([F:31])[F:30])=[CH:25][CH:26]=1)=[O:8])[CH3:5].[OH-].[Na+].O.Cl. (7) Given the product [CH2:1]([C:8]1([C:12]2[CH:13]=[C:14]([CH:28]=[CH:29][CH:30]=2)[O:15][CH2:16][CH2:17][NH:18][S:19]([C:22]2[N:23]=[CH:24][N:25]([CH3:27])[CH:26]=2)(=[O:21])=[O:20])[CH2:11][N:10]([C:40](=[O:41])[CH2:39][F:38])[CH2:9]1)[C:2]1[CH:7]=[CH:6][CH:5]=[CH:4][CH:3]=1, predict the reactants needed to synthesize it. The reactants are: [CH2:1]([C:8]1([C:12]2[CH:13]=[C:14]([CH:28]=[CH:29][CH:30]=2)[O:15][CH2:16][CH2:17][NH:18][S:19]([C:22]2[N:23]=[CH:24][N:25]([CH3:27])[CH:26]=2)(=[O:21])=[O:20])[CH2:11][NH:10][CH2:9]1)[C:2]1[CH:7]=[CH:6][CH:5]=[CH:4][CH:3]=1.C(NC(C)C)(C)C.[F:38][CH2:39][C:40](Cl)=[O:41]. (8) Given the product [B:26]([OH:31])([OH:27])[C:17]1[CH:18]=[CH:19][C:14]([N:7]([C:4]2[CH:5]=[CH:6][CH:1]=[CH:2][CH:3]=2)[C:8]2[CH:13]=[CH:12][CH:11]=[CH:10][CH:9]=2)=[CH:15][CH:16]=1, predict the reactants needed to synthesize it. The reactants are: [CH:1]1[CH:6]=[CH:5][C:4]([N:7]([C:14]2[CH:19]=[CH:18][C:17](Br)=[CH:16][CH:15]=2)[C:8]2[CH:13]=[CH:12][CH:11]=[CH:10][CH:9]=2)=[CH:3][CH:2]=1.C([Li])CCC.[B:26](OC(C)C)([O:31]C(C)C)[O:27]C(C)C.Cl. (9) The reactants are: [SH:1][C:2]1[NH:3][C:4]2[CH:10]=[CH:9][CH:8]=[CH:7][C:5]=2[N:6]=1.[CH3:11][O:12][C:13]1[CH:18]=[CH:17][C:16]([C:19]2[CH:24]=[CH:23][C:22]([S:25]([NH:28][CH:29]([CH2:34][CH:35]3[O:37][CH2:36]3)[C:30]([O:32]C)=[O:31])(=[O:27])=[O:26])=[CH:21][CH:20]=2)=[CH:15][CH:14]=1. Given the product [CH3:11][O:12][C:13]1[CH:14]=[CH:15][C:16]([C:19]2[CH:20]=[CH:21][C:22]([S:25]([NH:28][CH:29]([CH2:34][CH:35]([OH:37])[CH2:36][S:1][C:2]3[NH:3][C:4]4[CH:10]=[CH:9][CH:8]=[CH:7][C:5]=4[N:6]=3)[C:30]([OH:32])=[O:31])(=[O:26])=[O:27])=[CH:23][CH:24]=2)=[CH:17][CH:18]=1, predict the reactants needed to synthesize it.